From a dataset of Catalyst prediction with 721,799 reactions and 888 catalyst types from USPTO. Predict which catalyst facilitates the given reaction. (1) The catalyst class is: 874. Reactant: Br[C:2]1[CH:15]=[C:14]([N+:16]([O-:18])=[O:17])[CH:13]=[CH:12][C:3]=1[CH2:4][N:5]1[CH2:10][CH2:9][N:8]([CH3:11])[CH2:7][CH2:6]1.[CH:19]1(B(O)O)[CH2:21][CH2:20]1.[O-]P([O-])([O-])=O.[K+].[K+].[K+].C1(P(C2CCCCC2)C2CCCCC2)CCCCC1. Product: [CH:19]1([C:2]2[CH:15]=[C:14]([N+:16]([O-:18])=[O:17])[CH:13]=[CH:12][C:3]=2[CH2:4][N:5]2[CH2:10][CH2:9][N:8]([CH3:11])[CH2:7][CH2:6]2)[CH2:21][CH2:20]1. (2) Reactant: [C:1]1([CH2:7][C@H:8]([NH2:27])[CH2:9][NH:10][C:11]2[C:12]3[CH:26]=[CH:25][N:24]=[CH:23][C:13]=3[N:14]=[C:15]([C:17]3[CH:22]=[CH:21][N:20]=[CH:19][CH:18]=3)[N:16]=2)[CH:6]=[CH:5][CH:4]=[CH:3][CH:2]=1.CCN(C(C)C)C(C)C.[C:37](OC(=O)C)(=[O:39])[CH3:38]. Product: [CH2:7]([C@H:8]([NH:27][C:37](=[O:39])[CH3:38])[CH2:9][NH:10][C:11]1[C:12]2[CH:26]=[CH:25][N:24]=[CH:23][C:13]=2[N:14]=[C:15]([C:17]2[CH:22]=[CH:21][N:20]=[CH:19][CH:18]=2)[N:16]=1)[C:1]1[CH:6]=[CH:5][CH:4]=[CH:3][CH:2]=1. The catalyst class is: 2. (3) Reactant: FC(F)(F)C(O)=O.[Br:8][C:9]1[CH:10]=[C:11]([S:16]([C:19]([C:21]2[CH:26]=[CH:25][C:24]([C:27]([O:36][CH2:37][C:38]3[C:43]([F:44])=[CH:42][CH:41]=[CH:40][C:39]=3[F:45])([C:32]([F:35])([F:34])[F:33])[C:28]([F:31])([F:30])[F:29])=[CH:23][CH:22]=2)=[CH2:20])(=[O:18])=[O:17])[CH:12]=[CH:13][C:14]=1[F:15].[CH2:46]([N:53]([CH2:57][Si](C)(C)C)[CH2:54]OC)[C:47]1[CH:52]=[CH:51][CH:50]=[CH:49][CH:48]=1. Product: [CH2:46]([N:53]1[CH2:54][CH2:20][C:19]([S:16]([C:11]2[CH:12]=[CH:13][C:14]([F:15])=[C:9]([Br:8])[CH:10]=2)(=[O:18])=[O:17])([C:21]2[CH:26]=[CH:25][C:24]([C:27]([O:36][CH2:37][C:38]3[C:43]([F:44])=[CH:42][CH:41]=[CH:40][C:39]=3[F:45])([C:28]([F:30])([F:29])[F:31])[C:32]([F:33])([F:34])[F:35])=[CH:23][CH:22]=2)[CH2:57]1)[C:47]1[CH:48]=[CH:49][CH:50]=[CH:51][CH:52]=1. The catalyst class is: 4. (4) Reactant: [C:1]([O:4][C:5]1[CH:15]=[CH:14][CH:13]=[CH:12][C:6]=1[C:7]([O:9][CH2:10]Cl)=[O:8])(=[O:3])[CH3:2].[N+:16]([O:19][CH2:20][CH2:21][CH2:22][CH2:23][CH2:24][C:25]([OH:27])=[O:26])([O-:18])=[O:17].CCN(CC)CC. Product: [C:1]([O:4][C:5]1[CH:15]=[CH:14][CH:13]=[CH:12][C:6]=1[C:7]([O:9][CH2:10][O:27][C:25](=[O:26])[CH2:24][CH2:23][CH2:22][CH2:21][CH2:20][O:19][N+:16]([O-:18])=[O:17])=[O:8])(=[O:3])[CH3:2]. The catalyst class is: 18. (5) Reactant: ClC1C=CC=C(C(OO)=[O:9])C=1.[O:12]1[CH2:16][CH2:15][O:14][CH:13]1[C:17]1[CH:18]=[C:19]([S:24][C:25]([F:28])([F:27])[F:26])[CH:20]=[CH:21][C:22]=1[F:23].C(=O)([O-])O.[Na+]. Product: [O:12]1[CH2:16][CH2:15][O:14][CH:13]1[C:17]1[CH:18]=[C:19]([S:24]([C:25]([F:28])([F:27])[F:26])=[O:9])[CH:20]=[CH:21][C:22]=1[F:23]. The catalyst class is: 22. (6) Reactant: [CH:1]([O:4][C:5]([N:7]1[CH2:12][CH2:11][CH:10]([CH2:13][OH:14])[CH2:9][CH2:8]1)=[O:6])([CH3:3])[CH3:2].[H-].[Na+].[Br:17][C:18]1[CH:23]=[CH:22][N:21]=[C:20](Cl)[CH:19]=1. Product: [CH:1]([O:4][C:5]([N:7]1[CH2:12][CH2:11][CH:10]([CH2:13][O:14][C:20]2[CH:19]=[C:18]([Br:17])[CH:23]=[CH:22][N:21]=2)[CH2:9][CH2:8]1)=[O:6])([CH3:3])[CH3:2]. The catalyst class is: 1. (7) Reactant: C(N[CH:5]([CH3:7])[CH3:6])(C)C.[C:8](=[O:10])=O.CC(C)=[O:13].[Li]CCCC.[C:20](#[N:22])[CH3:21]. Product: [CH3:8][O:10][CH:5]([CH3:6])[C:7](=[O:13])[CH2:21][C:20]#[N:22]. The catalyst class is: 1. (8) Reactant: [OH:1][C:2]1[CH:3]=[CH:4][C:5]2[O:9][C:8]([C:10]([O:12][CH3:13])=[O:11])=[CH:7][C:6]=2[CH:14]=1.C(N(CC)CC)C.[F:22][C:23]([F:36])([F:35])[S:24](O[S:24]([C:23]([F:36])([F:35])[F:22])(=[O:26])=[O:25])(=[O:26])=[O:25]. Product: [F:22][C:23]([F:36])([F:35])[S:24]([O:1][C:2]1[CH:3]=[CH:4][C:5]2[O:9][C:8]([C:10]([O:12][CH3:13])=[O:11])=[CH:7][C:6]=2[CH:14]=1)(=[O:26])=[O:25]. The catalyst class is: 4. (9) Reactant: [C:1]([O:5][C:6]([N:8]1[CH2:13][CH2:12][O:11][C@H:10]([C:14](=[O:22])[C:15]2[CH:20]=[CH:19][CH:18]=[C:17]([F:21])[CH:16]=2)[CH2:9]1)=[O:7])([CH3:4])([CH3:3])[CH3:2]. Product: [C:1]([O:5][C:6]([N:8]1[CH2:13][CH2:12][O:11][C@H:10]([C@@H:14]([C:15]2[CH:20]=[CH:19][CH:18]=[C:17]([F:21])[CH:16]=2)[OH:22])[CH2:9]1)=[O:7])([CH3:4])([CH3:2])[CH3:3]. The catalyst class is: 1.